This data is from Reaction yield outcomes from USPTO patents with 853,638 reactions. The task is: Predict the reaction yield, written as a fraction of the theoretical maximum amount of product (1.0 means a 100% yield; for example, 0.34 means a 34% yield). (1) The reactants are [C:1]([O:5][C:6]([C:8]1([CH3:32])[CH2:12][O:11][S:10](=[O:14])(=[O:13])[N:9]1[CH:15](C1C=CC(OC)=CC=1)C1C=CC(OC)=CC=1)=[O:7])([CH3:4])([CH3:3])[CH3:2].C(OC(C1(C)COS(=O)N1C)=O)(C)(C)C. No catalyst specified. The product is [C:1]([O:5][C:6]([C:8]1([CH3:32])[CH2:12][O:11][S:10](=[O:13])(=[O:14])[N:9]1[CH3:15])=[O:7])([CH3:4])([CH3:3])[CH3:2]. The yield is 0.940. (2) The reactants are [C:1](=[O:4])([O-])[O-].[K+].[K+].[CH2:7]([O:14][C:15]1[CH:20]=[C:19]([O:21][CH2:22][O:23][CH3:24])[CH:18]=[CH:17][C:16]=1[C:25](=[O:28])[CH2:26]I)[C:8]1[CH:13]=[CH:12][CH:11]=[CH:10][CH:9]=1. The catalyst is CC(C)=O. The product is [CH2:7]([O:14][C:15]1[CH:16]=[CH:17][C:18]([CH2:1][OH:4])=[C:19]([CH:20]=1)[O:21][CH2:26][C:25]([C:16]1[CH:17]=[CH:18][C:19]([O:21][CH2:22][O:23][CH3:24])=[CH:20][C:15]=1[O:14][CH2:7][C:8]1[CH:13]=[CH:12][CH:11]=[CH:10][CH:9]=1)=[O:28])[C:8]1[CH:9]=[CH:10][CH:11]=[CH:12][CH:13]=1. The yield is 0.720. (3) The reactants are Br[C:2]1[C:3](=[O:13])[C:4]2[C:9]([C:10](=[O:12])[CH:11]=1)=[CH:8][CH:7]=[CH:6][CH:5]=2.[CH:14]([NH2:17])([CH3:16])[CH3:15]. The catalyst is CCO. The product is [CH:14]([NH:17][C:2]1[C:3](=[O:13])[C:4]2[C:9]([C:10](=[O:12])[CH:11]=1)=[CH:8][CH:7]=[CH:6][CH:5]=2)([CH3:16])[CH3:15]. The yield is 0.470. (4) The reactants are [CH2:1]([OH:4])[CH2:2][OH:3].[H-].[Na+].[CH3:7][O:8][C:9]1[CH:10]=[C:11]([CH:14]=[CH:15][CH:16]=1)[CH2:12]Cl.O. The catalyst is C1COCC1.[N+](CCCC)(CCCC)(CCCC)CCCC.[I-].CCOC(C)=O. The product is [CH3:7][O:8][C:9]1[CH:10]=[C:11]([CH2:12][O:3][CH2:2][CH2:1][OH:4])[CH:14]=[CH:15][CH:16]=1. The yield is 0.420. (5) The reactants are [CH3:1][O:2][C:3]([C:5]1[N:6]=[N:7][NH:8][C:9]=1[C:10]([O:12][CH3:13])=[O:11])=[O:4].[C:14](=O)([O-])[O-].[K+].[K+].CI. The catalyst is C(#N)C. The product is [CH3:13][O:12][C:10]([C:9]1[C:5]([C:3]([O:2][CH3:1])=[O:4])=[N:6][N:7]([CH3:14])[N:8]=1)=[O:11].[CH3:13][O:12][C:10]([C:9]1[N:8]=[N:7][N:6]([CH3:14])[C:5]=1[C:3]([O:2][CH3:1])=[O:4])=[O:11]. The yield is 0.460. (6) The reactants are Cl[CH2:2][Si:3]([CH3:6])([CH3:5])[CH3:4].[OH:7][C:8]1[CH:15]=[CH:14][C:11]([CH:12]=[O:13])=[CH:10][CH:9]=1.C(=O)([O-])[O-].[K+].[K+]. The catalyst is CN(C=O)C. The product is [CH3:4][Si:3]([CH2:2][O:7][C:8]1[CH:15]=[CH:14][C:11]([CH:12]=[O:13])=[CH:10][CH:9]=1)([CH3:6])[CH3:5]. The yield is 0.840. (7) The reactants are [CH2:1]([N:3]([CH2:16][O:17][CH3:18])[C:4](=[O:15])[C:5]1[CH:10]=[CH:9][CH:8]=[CH:7][C:6]=1[Si:11]([CH3:14])([CH3:13])[CH3:12])[CH3:2].[CH3:19]I. No catalyst specified. The product is [CH2:1]([N:3]([CH2:16][O:17][CH3:18])[C:4](=[O:15])[C:5]1[C:6]([Si:11]([CH3:13])([CH3:12])[CH3:14])=[CH:7][CH:8]=[CH:9][C:10]=1[CH3:19])[CH3:2]. The yield is 1.00.